This data is from Catalyst prediction with 721,799 reactions and 888 catalyst types from USPTO. The task is: Predict which catalyst facilitates the given reaction. (1) Reactant: [NH2:1][C:2]1[C:7]([O:8][C:9]2[CH:14]=[CH:13][C:12]([F:15])=[CH:11][CH:10]=2)=[CH:6][C:5](Br)=[CH:4][N:3]=1.[SH:17][CH2:18][CH2:19][C:20]([O:22][CH3:23])=[O:21].C(N(C(C)C)CC)(C)C.C1(P(C2C=CC=CC=2)C2C3OC4C(=CC=CC=4P(C4C=CC=CC=4)C4C=CC=CC=4)C(C)(C)C=3C=CC=2)C=CC=CC=1. Product: [NH2:1][C:2]1[N:3]=[CH:4][C:5]([S:17][CH2:18][CH2:19][C:20]([O:22][CH3:23])=[O:21])=[CH:6][C:7]=1[O:8][C:9]1[CH:14]=[CH:13][C:12]([F:15])=[CH:11][CH:10]=1. The catalyst class is: 872. (2) Reactant: [C-:1]#[N:2].Br[C:4]1[C:5]([Cl:16])=[CH:6][N:7]=[C:8]2[C:13]=1[N:12]=[C:11]([O:14][CH3:15])[CH:10]=[CH:9]2.[Cl-].[NH4+]. Product: [Cl:16][C:5]1[CH:6]=[N:7][C:8]2[C:13]([C:4]=1[C:1]#[N:2])=[N:12][C:11]([O:14][CH3:15])=[CH:10][CH:9]=2. The catalyst class is: 9. (3) Reactant: [CH3:1][O:2][C:3]([C:5]1[CH:6]=[C:7]([Cl:18])[C:8]([C:11]2[CH:12]=[N:13][C:14]([CH3:17])=[CH:15][CH:16]=2)=[N:9][CH:10]=1)=[O:4].[Se](=O)=[O:20]. Product: [CH3:1][O:2][C:3]([C:5]1[CH:6]=[C:7]([Cl:18])[C:8]([C:11]2[CH:12]=[N:13][C:14]([CH:17]=[O:20])=[CH:15][CH:16]=2)=[N:9][CH:10]=1)=[O:4]. The catalyst class is: 12. (4) Reactant: Cl.Cl.[N:3]1[CH:8]=[CH:7][CH:6]=[CH:5][C:4]=1[N:9]1[CH2:14][CH2:13][NH:12][CH2:11][C:10]1=[O:15].[F:16][C:17]1[CH:22]=[CH:21][C:20]([C:23]2[N:27]=[C:26]([C:28]3[CH:33]=[CH:32][C:31]([F:34])=[CH:30][CH:29]=3)[N:25]([CH2:35][C:36](Cl)=[O:37])[N:24]=2)=[CH:19][CH:18]=1.C(N(CC)CC)C. Product: [F:16][C:17]1[CH:18]=[CH:19][C:20]([C:23]2[N:27]=[C:26]([C:28]3[CH:33]=[CH:32][C:31]([F:34])=[CH:30][CH:29]=3)[N:25]([CH2:35][C:36]([N:12]3[CH2:13][CH2:14][N:9]([C:4]4[CH:5]=[CH:6][CH:7]=[CH:8][N:3]=4)[C:10](=[O:15])[CH2:11]3)=[O:37])[N:24]=2)=[CH:21][CH:22]=1. The catalyst class is: 4. (5) Reactant: Cl.[C@@H:2]12[NH:9][C@@H:6]([CH2:7][CH2:8]1)[CH2:5][N:4]([C:10]1[CH:15]=[CH:14][N:13]=[C:12]([NH:16][C:17]3[CH:18]=[N:19][N:20]([CH3:22])[CH:21]=3)[N:11]=1)[CH2:3]2.[S:23]1[C:27]([CH:28]=O)=[CH:26][CH:25]=[N:24]1.C(N(CC)CC)C.C([BH3-])#N.[Na+]. Product: [CH3:22][N:20]1[CH:21]=[C:17]([NH:16][C:12]2[N:11]=[C:10]([N:4]3[CH2:5][C@H:6]4[N:9]([CH2:28][C:27]5[S:23][N:24]=[CH:25][CH:26]=5)[C@H:2]([CH2:8][CH2:7]4)[CH2:3]3)[CH:15]=[CH:14][N:13]=2)[CH:18]=[N:19]1. The catalyst class is: 130. (6) Reactant: [CH3:1][CH:2]([CH3:15])[CH2:3][CH2:4][N:5]1[C:9]2[CH:10]=[CH:11][CH:12]=[CH:13][C:8]=2[NH:7][C:6]1=[O:14].C(N(CC)CC)C.Cl[C:24](OC1C=CC([N+]([O-])=O)=CC=1)=[O:25].[NH2:36][C@H:37]([C:42]([NH2:44])=[O:43])[C:38]([CH3:41])([CH3:40])[CH3:39]. Product: [NH2:44][C:42]([C@@H:37]([NH:36][C:24]([N:7]1[C:8]2[CH:13]=[CH:12][CH:11]=[CH:10][C:9]=2[N:5]([CH2:4][CH2:3][CH:2]([CH3:15])[CH3:1])[C:6]1=[O:14])=[O:25])[C:38]([CH3:41])([CH3:40])[CH3:39])=[O:43]. The catalyst class is: 4. (7) The catalyst class is: 9. Product: [F:13][C:14]([F:22])([F:21])[CH2:15][O:1][CH2:2][C:3]1[O:7][N:6]=[C:5]([C:8]([O:10][CH2:11][CH3:12])=[O:9])[CH:4]=1. Reactant: [OH:1][CH2:2][C:3]1[O:7][N:6]=[C:5]([C:8]([O:10][CH2:11][CH3:12])=[O:9])[CH:4]=1.[F:13][C:14]([F:22])([F:21])[CH2:15]CS([O-])(=O)=O.[H-].[Na+].[Cl-].[NH4+].